Dataset: Reaction yield outcomes from USPTO patents with 853,638 reactions. Task: Predict the reaction yield, written as a fraction of the theoretical maximum amount of product (1.0 means a 100% yield; for example, 0.34 means a 34% yield). (1) The reactants are [OH:1][CH2:2][C:3]([CH3:12])([CH3:11])[C:4]([O:6][C:7]([CH3:10])([CH3:9])[CH3:8])=[O:5].CS(O[CH2:18][CH2:19][O:20][CH2:21][CH2:22][O:23][CH2:24][C:25]1[CH:30]=[CH:29][CH:28]=[CH:27][CH:26]=1)(=O)=O.[H-].[Na+]. The catalyst is CN(C=O)C. The product is [CH2:24]([O:23][CH2:22][CH2:21][O:20][CH2:19][CH2:18][O:1][CH2:2][C:3]([CH3:12])([CH3:11])[C:4]([O:6][C:7]([CH3:10])([CH3:9])[CH3:8])=[O:5])[C:25]1[CH:30]=[CH:29][CH:28]=[CH:27][CH:26]=1. The yield is 0.960. (2) The reactants are Cl[C:2]1[C:11]2[C:6](=[C:7]([I:13])[C:8]([CH3:12])=[CH:9][CH:10]=2)[CH:5]=[N:4][N:3]=1.[NH2:14][C:15]1[CH:16]=[C:17]([C:21](=[O:23])[CH3:22])[CH:18]=[CH:19][CH:20]=1.CCOC(C)=O. The catalyst is CC(O)C.C(Cl)Cl.C(=O)(O)[O-].[Na+]. The product is [I:13][C:7]1[C:8]([CH3:12])=[CH:9][CH:10]=[C:11]2[C:6]=1[CH:5]=[N:4][N:3]=[C:2]2[NH:14][C:15]1[CH:16]=[C:17]([C:21](=[O:23])[CH3:22])[CH:18]=[CH:19][CH:20]=1. The yield is 0.242. (3) The reactants are [F:1][C:2]1[C:3]([CH3:12])=[C:4]([C:10]#[N:11])[C:5](=[O:9])[NH:6][C:7]=1[CH3:8]. The catalyst is N.CO. The product is [NH2:11][CH2:10][C:4]1[C:5](=[O:9])[NH:6][C:7]([CH3:8])=[C:2]([F:1])[C:3]=1[CH3:12]. The yield is 0.200. (4) The reactants are Br[C:2]1[N:3]([CH2:21][C:22]([N:24]([CH3:26])[CH3:25])=[O:23])[C:4]2[C:9]([C:10]=1[CH:11]1[CH2:16][CH2:15][CH2:14][CH2:13][CH2:12]1)=[CH:8][CH:7]=[C:6]([C:17]([O:19][CH3:20])=[O:18])[CH:5]=2.[NH:27]1[C:35]2[C:30](=[CH:31][CH:32]=[C:33](C(OC)=O)[CH:34]=2)[CH:29]=[CH:28]1.C([O-])([O-])=O.[Na+].[Na+].N1C2C(=C(B(O)O)C=CC=2)C=C1. The catalyst is O1CCOCC1.Cl[Pd](Cl)([P](C1C=CC=CC=1)(C1C=CC=CC=1)C1C=CC=CC=1)[P](C1C=CC=CC=1)(C1C=CC=CC=1)C1C=CC=CC=1. The product is [CH:11]1([C:10]2[C:9]3[C:4](=[CH:5][C:6]([C:17]([O:19][CH3:20])=[O:18])=[CH:7][CH:8]=3)[N:3]([CH2:21][C:22]([N:24]([CH3:26])[CH3:25])=[O:23])[C:2]=2[C:31]2[C:30]3[CH:29]=[CH:28][NH:27][C:35]=3[CH:34]=[CH:33][CH:32]=2)[CH2:16][CH2:15][CH2:14][CH2:13][CH2:12]1. The yield is 0.950. (5) The reactants are [CH3:1][C:2]1[CH:7]=[C:6]([CH3:8])[N:5]=[C:4]([N:9]2[C@@H:16]3[C@@H:11]([CH2:12][CH2:13][NH:14][CH2:15]3)[CH2:10]2)[N:3]=1.[CH3:17][C:18]1[CH:19]=[CH:20][C:21]([C:27]2[N:32]=[CH:31][CH:30]=[CH:29][N:28]=2)=[C:22]([CH:26]=1)[C:23](O)=[O:24].C1C=NC2N(O)N=NC=2C=1.Cl.CN(C)CCCN=C=NCC. The catalyst is C(OCC)(=O)C.CN(C=O)C. The product is [CH3:8][C:6]1[CH:7]=[C:2]([CH3:1])[N:3]=[C:4]([N:9]2[C@@H:16]3[C@@H:11]([CH2:12][CH2:13][N:14]([C:23]([C:22]4[CH:26]=[C:18]([CH3:17])[CH:19]=[CH:20][C:21]=4[C:27]4[N:28]=[CH:29][CH:30]=[CH:31][N:32]=4)=[O:24])[CH2:15]3)[CH2:10]2)[N:5]=1. The yield is 0.210. (6) The reactants are [NH2:1][C:2]1[C:3](NC(OC)=O)=[N:4][C:5]([Cl:9])=[C:6]([NH2:8])[N:7]=1.[Li+].[OH-:16].Cl.C1[CH2:22][O:21]CC1.CO. No catalyst specified. The product is [NH2:1][C:2]1[C:3]([C:22]([OH:21])=[O:16])=[N:4][C:5]([Cl:9])=[C:6]([NH2:8])[N:7]=1. The yield is 0.930.